From a dataset of Catalyst prediction with 721,799 reactions and 888 catalyst types from USPTO. Predict which catalyst facilitates the given reaction. (1) Reactant: [Cl:1][C:2]1[C:11](I)=[CH:10][C:9]([Cl:13])=[CH:8][C:3]=1[C:4]([O:6][CH3:7])=[O:5].[CH3:14][N:15]1[C:19](B2OC(C)(C)C(C)(C)O2)=[CH:18][CH:17]=[N:16]1.C(=O)(O)[O-].[Na+].CN(C)C=O. Product: [Cl:1][C:2]1[C:11]([C:19]2[N:15]([CH3:14])[N:16]=[CH:17][CH:18]=2)=[CH:10][C:9]([Cl:13])=[CH:8][C:3]=1[C:4]([O:6][CH3:7])=[O:5]. The catalyst class is: 189. (2) Reactant: Cl[S:2]([N:5]=[C:6]=[O:7])(=[O:4])=[O:3].[CH2:8]([OH:15])[C:9]1[CH:14]=[CH:13][CH:12]=[CH:11][CH:10]=1.[NH:16]1[CH2:21][CH2:20][O:19][CH2:18][CH2:17]1.C(N(CC)CC)C. Product: [CH2:8]([O:15][C:6](=[O:7])[NH:5][S:2]([N:16]1[CH2:21][CH2:20][O:19][CH2:18][CH2:17]1)(=[O:4])=[O:3])[C:9]1[CH:14]=[CH:13][CH:12]=[CH:11][CH:10]=1. The catalyst class is: 4. (3) Reactant: F[C:2]1[CH:3]=[C:4]([CH:7]=[CH:8][CH:9]=1)[C:5]#[N:6].[F:10][C:11]([F:21])([F:20])[O:12][C:13]1[CH:14]=[C:15]([OH:19])[CH:16]=[CH:17][CH:18]=1.C(=O)([O-])[O-].[Cs+].[Cs+].Cl. Product: [F:10][C:11]([F:20])([F:21])[O:12][C:13]1[CH:14]=[C:15]([CH:16]=[CH:17][CH:18]=1)[O:19][C:2]1[CH:3]=[C:4]([CH:7]=[CH:8][CH:9]=1)[C:5]#[N:6]. The catalyst class is: 3. (4) Product: [OH:24][CH2:23][C:3]1[CH:4]=[C:5]([C:11]([O:13][C:14]([CH3:17])([CH3:16])[CH3:15])=[O:12])[CH:6]=[N:7][C:8]=1[CH2:9][OH:18]. Reactant: C([C:3]1[CH:4]=[C:5]([C:11]([O:13][C:14]([CH3:17])([CH3:16])[CH3:15])=[O:12])[CH:6]=[N:7][C:8]=1[CH:9]=C)=C.[O:18]=[O+][O-].[BH4-].[Na+].[CH3:23][OH:24]. The catalyst class is: 4.